From a dataset of Full USPTO retrosynthesis dataset with 1.9M reactions from patents (1976-2016). Predict the reactants needed to synthesize the given product. (1) Given the product [C:1]1([C:11]2[CH:12]=[CH:13][CH:14]=[CH:15][CH:16]=2)[CH:2]=[CH:3][C:4]([CH2:7][C:8]([O-:10])=[O:9])=[CH:5][CH:6]=1.[Na+:18], predict the reactants needed to synthesize it. The reactants are: [C:1]1([C:11]2[CH:16]=[CH:15][CH:14]=[CH:13][CH:12]=2)[CH:6]=[CH:5][C:4]([CH2:7][C:8]([OH:10])=[O:9])=[CH:3][CH:2]=1.[OH-].[Na+:18]. (2) Given the product [CH2:1]([O:3][C:4](=[O:15])[C:5]1[CH:10]=[C:9]([F:11])[C:8]([N:32]2[CH2:33][CH2:34][CH:30]([NH:29][C:28]([O:27][C:23]([CH3:26])([CH3:25])[CH3:24])=[O:35])[CH2:31]2)=[C:7]([Cl:13])[C:6]=1[F:14])[CH3:2], predict the reactants needed to synthesize it. The reactants are: [CH2:1]([O:3][C:4](=[O:15])[C:5]1[CH:10]=[C:9]([F:11])[C:8](F)=[C:7]([Cl:13])[C:6]=1[F:14])[CH3:2].C(N(CC)CC)C.[C:23]([O:27][C:28](=[O:35])[NH:29][CH:30]1[CH2:34][CH2:33][NH:32][CH2:31]1)([CH3:26])([CH3:25])[CH3:24]. (3) Given the product [F:28][C:29]1[CH:30]=[C:31]([CH2:39][NH:40][C:23]2[N:22]=[C:21]([C:17]3[CH:18]=[CH:19][CH:20]=[C:15]([NH:14][CH:11]4[CH2:10][CH2:9][NH:8][CH2:13][CH2:12]4)[CH:16]=3)[CH:26]=[CH:25][N:24]=2)[C:32]2[O:37][CH2:36][O:35][CH2:34][C:33]=2[CH:38]=1, predict the reactants needed to synthesize it. The reactants are: C(OC([N:8]1[CH2:13][CH2:12][CH:11]([NH:14][C:15]2[CH:20]=[CH:19][CH:18]=[C:17]([C:21]3[CH:26]=[CH:25][N:24]=[C:23](Cl)[N:22]=3)[CH:16]=2)[CH2:10][CH2:9]1)=O)(C)(C)C.[F:28][C:29]1[CH:30]=[C:31]([CH2:39][NH2:40])[C:32]2[O:37][CH2:36][O:35][CH2:34][C:33]=2[CH:38]=1. (4) The reactants are: [NH2:1][C:2]1[CH:9]=[CH:8][C:5]([C:6]#[N:7])=[C:4]([Cl:10])[CH:3]=1.[O:11]1[C:16](=[O:17])[CH2:15][O:14][CH2:13][C:12]1=[O:18]. Given the product [Cl:10][C:4]1[CH:3]=[C:2]([NH:1][C:16](=[O:17])[CH2:15][O:14][CH2:13][C:12]([OH:18])=[O:11])[CH:9]=[CH:8][C:5]=1[C:6]#[N:7], predict the reactants needed to synthesize it. (5) Given the product [ClH:33].[O:1]1[C:6]2[CH:7]=[CH:8][C:9]([CH2:11][NH:12][CH:13]3[CH2:18][CH2:17][N:16]([CH2:19][CH2:20][N:21]4[C:30]5[C:25](=[C:26]([Br:31])[CH:27]=[CH:28][CH:29]=5)[CH:24]=[CH:23][C:22]4=[O:32])[CH2:15][CH2:14]3)=[CH:10][C:5]=2[O:4][CH2:3][CH2:2]1, predict the reactants needed to synthesize it. The reactants are: [O:1]1[C:6]2[CH:7]=[CH:8][C:9]([CH2:11][NH:12][CH:13]3[CH2:18][CH2:17][N:16]([CH2:19][CH2:20][N:21]4[C:30]5[C:25](=[C:26]([Br:31])[CH:27]=[CH:28][CH:29]=5)[CH:24]=[CH:23][C:22]4=[O:32])[CH2:15][CH2:14]3)=[CH:10][C:5]=2[O:4][CH2:3][CH2:2]1.[ClH:33].C(OCC)(=O)C.